Dataset: Forward reaction prediction with 1.9M reactions from USPTO patents (1976-2016). Task: Predict the product of the given reaction. (1) Given the reactants CO[C:3]1[CH:4]=[C:5]2[C:10](=[CH:11][C:12]=1OC)[CH:9]=NC=[C:6]2[N:15]1[CH2:20][CH2:19][NH:18][CH2:17][CH2:16]1.CO[C:23]1[CH:24]=[C:25]2[C:30](=[CH:31][C:32]=1[O:33][CH3:34])N=CN=C2N1CCNCC1.[N-:41]=[C:42]=[O:43].[N-:44]=[C:45]=S, predict the reaction product. The product is: [C:6]1([N:15]2[CH2:16][CH2:17][N:18]([C:42]([NH:41][C:3]3[CH:4]=[CH:5][C:34]([O:33][C:32]4[CH:23]=[CH:24][CH:25]=[CH:30][CH:31]=4)=[CH:11][CH:12]=3)=[O:43])[CH2:19][CH2:20]2)[C:5]2[C:10](=[CH:11][CH:12]=[CH:3][CH:4]=2)[CH:9]=[CH:45][N:44]=1. (2) Given the reactants Cl.[CH3:2][O:3][C:4]1[CH:9]=[CH:8][CH:7]=[C:6](B(O)O)[N:5]=1.Br[C:14]1[C:15]([OH:22])=[C:16]([CH:19]=[CH:20][CH:21]=1)[CH:17]=[O:18], predict the reaction product. The product is: [OH:22][C:15]1[C:14]([C:6]2[CH:7]=[CH:8][CH:9]=[C:4]([O:3][CH3:2])[N:5]=2)=[CH:21][CH:20]=[CH:19][C:16]=1[CH:17]=[O:18]. (3) Given the reactants C([C:5]1N=C(N2CCC(F)(F)C2)[C:8]2[C:9](=[N:11][N:12](CC)[N:13]=2)[N:10]=1)(C)(C)C.[F:23][C:24]1([F:44])[CH2:28][CH2:27][N:26]([C:29]2[C:30]3[N:43]=[N:42][NH:41][C:31]=3[N:32]=[C:33]([O:35][CH2:36][C:37]([CH3:40])([CH3:39])[CH3:38])[N:34]=2)[CH2:25]1.ClCC1N(C)N=NN=1, predict the reaction product. The product is: [F:44][C:24]1([F:23])[CH2:28][CH2:27][N:26]([C:29]2[C:30]3[C:31](=[N:41][N:42]([CH2:8][C:9]4[N:10]([CH3:5])[N:13]=[N:12][N:11]=4)[N:43]=3)[N:32]=[C:33]([O:35][CH2:36][C:37]([CH3:38])([CH3:39])[CH3:40])[N:34]=2)[CH2:25]1. (4) Given the reactants [Br:1][C:2]1[C:8]([F:9])=[CH:7][C:5]([NH2:6])=[C:4](I)[CH:3]=1.[CH3:11][Si:12]([C:15]#[CH:16])([CH3:14])[CH3:13], predict the reaction product. The product is: [Br:1][C:2]1[C:8]([F:9])=[CH:7][C:5]([NH2:6])=[C:4]([C:16]#[C:15][Si:12]([CH3:14])([CH3:13])[CH3:11])[CH:3]=1. (5) Given the reactants [OH:1][C:2]1[CH:11]=[C:10]2[C:5]([C:6](=[O:22])[CH:7]([CH2:12][C:13]3[CH:18]=[CH:17][C:16]([O:19][CH3:20])=[C:15]([OH:21])[CH:14]=3)[CH2:8][O:9]2)=[C:4]([O:23]C)[C:3]=1[O:25][CH3:26].[Si](I)(C)(C)C, predict the reaction product. The product is: [CH3:20][O:19][C:16]1[CH:17]=[CH:18][C:13]([CH2:12][CH:7]2[C:6](=[O:22])[C:5]3[C:10](=[CH:11][C:2]([OH:1])=[C:3]([O:25][CH3:26])[C:4]=3[OH:23])[O:9][CH2:8]2)=[CH:14][C:15]=1[OH:21]. (6) Given the reactants [F:1][C:2]1[CH:22]=[CH:21][CH:20]=[CH:19][C:3]=1[CH2:4][CH:5]1[CH2:10][CH:9]([C:11]([O:13]C)=[O:12])[CH2:8][CH2:7][N:6]1[C:15]([O:17][CH3:18])=[O:16].[Br-].[Li+].C(N(CC)CC)C.CC(OC)(C)C, predict the reaction product. The product is: [F:1][C:2]1[CH:22]=[CH:21][CH:20]=[CH:19][C:3]=1[CH2:4][CH:5]1[CH2:10][CH:9]([C:11]([OH:13])=[O:12])[CH2:8][CH2:7][N:6]1[C:15]([O:17][CH3:18])=[O:16]. (7) Given the reactants [H-].[H-].[H-].[H-].[Li+].[Al+3].[NH:7]1[C:15]2[C:10](=[CH:11][CH:12]=[C:13]([CH:16]([C:20]3[CH:21]=[N:22][CH:23]=[CH:24][CH:25]=3)[CH2:17][CH2:18][OH:19])[CH:14]=2)[CH:9]=[N:8]1, predict the reaction product. The product is: [NH:7]1[C:15]2[C:10](=[CH:11][CH:12]=[C:13]([C:16]([C:20]3[CH:21]=[N:22][CH:23]=[CH:24][CH:25]=3)=[CH:17][CH2:18][OH:19])[CH:14]=2)[CH:9]=[N:8]1. (8) Given the reactants [C:1]1([C:7]([CH3:16])([C:12]([O:14]C)=O)[C:8]([O:10]C)=O)[CH2:6][CH2:5][CH2:4][CH2:3][CH:2]=1.[CH2:17]([NH:19][C:20]([NH2:22])=[O:21])[CH3:18], predict the reaction product. The product is: [C:1]1([C:7]2([CH3:16])[C:8](=[O:10])[N:19]([CH2:17][CH3:18])[C:20](=[O:21])[NH:22][C:12]2=[O:14])[CH2:6][CH2:5][CH2:4][CH2:3][CH:2]=1.